This data is from Forward reaction prediction with 1.9M reactions from USPTO patents (1976-2016). The task is: Predict the product of the given reaction. (1) Given the reactants [Cl:1][C:2]1[CH:7]=[CH:6][C:5]([OH:8])=[C:4]([O:9][C:10]2[CH:15]=[CH:14][CH:13]=[CH:12][C:11]=2[F:16])[CH:3]=1.[CH2:17]([O:19][C:20](=[O:32])[CH2:21][CH2:22][C:23]1[CH:28]=[CH:27][C:26]([OH:29])=[CH:25][C:24]=1[CH2:30][CH3:31])[CH3:18], predict the reaction product. The product is: [CH2:17]([O:19][C:20](=[O:32])[CH2:21][CH2:22][C:23]1[CH:28]=[CH:27][C:26]([O:29][CH2:7][CH2:2][C@@H:3]([O:8][C:5]2[CH:6]=[CH:7][C:2]([Cl:1])=[CH:3][C:4]=2[O:9][C:10]2[CH:15]=[CH:14][CH:13]=[CH:12][C:11]=2[F:16])[CH3:4])=[CH:25][C:24]=1[CH2:30][CH3:31])[CH3:18]. (2) Given the reactants [Br:1][C:2]1[C:3]([N:10]2[CH2:15][CH2:14][O:13][CH2:12][CH2:11]2)=[CH:4][C:5]([CH3:9])=[C:6]([CH:8]=1)[NH2:7].[C:16]([O:20][C:21](O[C:21]([O:20][C:16]([CH3:19])([CH3:18])[CH3:17])=[O:22])=[O:22])([CH3:19])([CH3:18])[CH3:17], predict the reaction product. The product is: [Br:1][C:2]1[C:3]([N:10]2[CH2:15][CH2:14][O:13][CH2:12][CH2:11]2)=[CH:4][C:5]([CH3:9])=[C:6]([NH:7][C:21](=[O:22])[O:20][C:16]([CH3:19])([CH3:18])[CH3:17])[CH:8]=1.